This data is from Full USPTO retrosynthesis dataset with 1.9M reactions from patents (1976-2016). The task is: Predict the reactants needed to synthesize the given product. (1) The reactants are: [NH2:1][CH2:2][CH2:3][C:4]1[CH:9]=[CH:8][C:7]([C:10]2[CH:15]=[CH:14][C:13]([CH:16]([CH3:25])[CH2:17][NH:18][S:19]([CH:22]([CH3:24])[CH3:23])(=[O:21])=[O:20])=[CH:12][CH:11]=2)=[CH:6][CH:5]=1.[C:26]1([CH2:32][C:33](Cl)=[O:34])[CH:31]=[CH:30][CH:29]=[CH:28][CH:27]=1. Given the product [C:26]1([CH2:32][C:33]([NH:1][CH2:2][CH2:3][C:4]2[CH:5]=[CH:6][C:7]([C:10]3[CH:15]=[CH:14][C:13]([CH:16]([CH3:25])[CH2:17][NH:18][S:19]([CH:22]([CH3:24])[CH3:23])(=[O:21])=[O:20])=[CH:12][CH:11]=3)=[CH:8][CH:9]=2)=[O:34])[CH:31]=[CH:30][CH:29]=[CH:28][CH:27]=1, predict the reactants needed to synthesize it. (2) Given the product [CH3:1][C:2]1[N:7]=[C:6]2[S:8][C:9]3[CH2:14][CH2:13][CH2:12][CH2:11][C:10]=3[C:5]2=[C:4]([O:15][C:16]2[CH:17]=[CH:18][CH:19]=[CH:20][CH:21]=2)[C:3]=1[CH:22]([O:27][C:28]([CH3:31])([CH3:30])[CH3:29])[C:23]([OH:25])=[O:24], predict the reactants needed to synthesize it. The reactants are: [CH3:1][C:2]1[N:7]=[C:6]2[S:8][C:9]3[CH2:14][CH2:13][CH2:12][CH2:11][C:10]=3[C:5]2=[C:4]([O:15][C:16]2[CH:21]=[CH:20][CH:19]=[CH:18][CH:17]=2)[C:3]=1[CH:22]([O:27][C:28]([CH3:31])([CH3:30])[CH3:29])[C:23]([O:25]C)=[O:24].[OH-].[Na+]. (3) Given the product [Cl:14][NH:11][C:9](=[O:10])[C:8]1[C:3]([C:2]([F:1])([F:12])[F:13])=[CH:4][CH:5]=[N:6][CH:7]=1, predict the reactants needed to synthesize it. The reactants are: [F:1][C:2]([F:13])([F:12])[C:3]1[C:8]([C:9]([NH2:11])=[O:10])=[CH:7][N:6]=[CH:5][CH:4]=1.[Cl:14]Cl. (4) Given the product [CH:2]1[C:12]2[CH2:11][CH2:10][C:9]3[CH:13]=[CH:14][CH:15]=[CH:16][C:8]=3[C:7](=[CH:17][CH2:18][CH2:19][NH:20][S:37]([C:34]3[CH:33]=[CH:32][C:31]([O:30][C:29]([F:28])([F:41])[F:42])=[CH:36][CH:35]=3)(=[O:39])=[O:38])[C:6]=2[CH:5]=[CH:4][CH:3]=1, predict the reactants needed to synthesize it. The reactants are: Cl.[CH:2]1[C:12]2[CH2:11][CH2:10][C:9]3[CH:13]=[CH:14][CH:15]=[CH:16][C:8]=3[C:7](=[CH:17][CH2:18][CH2:19][NH2:20])[C:6]=2[CH:5]=[CH:4][CH:3]=1.C(N(CC)CC)C.[F:28][C:29]([F:42])([F:41])[O:30][C:31]1[CH:36]=[CH:35][C:34]([S:37](Cl)(=[O:39])=[O:38])=[CH:33][CH:32]=1. (5) Given the product [Si:28]([O:7][CH:6]([CH:8]1[CH2:17][CH2:16][C:15]2[C:10](=[CH:11][CH:12]=[C:13]([C:18]3[CH:19]=[CH:20][CH:21]=[CH:22][CH:23]=3)[CH:14]=2)[CH2:9]1)[C:2]1[O:1][CH:5]=[CH:4][N:3]=1)([C:25]([CH3:27])([CH3:26])[CH3:24])([CH3:30])[CH3:29], predict the reactants needed to synthesize it. The reactants are: [O:1]1[CH:5]=[CH:4][N:3]=[C:2]1[CH:6]([CH:8]1[CH2:17][CH2:16][C:15]2[C:10](=[CH:11][CH:12]=[C:13]([C:18]3[CH:23]=[CH:22][CH:21]=[CH:20][CH:19]=3)[CH:14]=2)[CH2:9]1)[OH:7].[CH3:24][C:25]([Si:28](Cl)([CH3:30])[CH3:29])([CH3:27])[CH3:26].N1C=CN=C1. (6) Given the product [ClH:22].[ClH:42].[ClH:22].[CH:1]1([NH:4][C:5]([C:7]2[C:15]3[CH:14]=[C:13]([C:16]4[C:21]([Cl:22])=[CH:20][N:19]=[C:18]([NH:40][CH2:39][CH2:38][CH2:37][N:34]5[CH2:35][CH2:36][NH:31][CH2:32][C@@H:33]5[CH3:41])[N:17]=4)[S:12][C:11]=3[CH:10]=[CH:9][CH:8]=2)=[O:6])[CH2:3][CH2:2]1, predict the reactants needed to synthesize it. The reactants are: [CH:1]1([NH:4][C:5]([C:7]2[C:15]3[CH:14]=[C:13]([C:16]4[C:21]([Cl:22])=[CH:20][N:19]=[C:18](Cl)[N:17]=4)[S:12][C:11]=3[CH:10]=[CH:9][CH:8]=2)=[O:6])[CH2:3][CH2:2]1.C(OC([N:31]1[CH2:36][CH2:35][N:34]([CH2:37][CH2:38][CH2:39][NH2:40])[C@@H:33]([CH3:41])[CH2:32]1)=O)(C)(C)C.[ClH:42]. (7) Given the product [N:1]1([C:17](=[O:21])[C:11]([CH3:12])([CH3:13])[C:38]#[CH:39])[CH2:4][CH2:3][CH2:2]1, predict the reactants needed to synthesize it. The reactants are: [NH:1]1[CH2:4][CH2:3][CH2:2]1.CCN([CH:11]([CH3:13])[CH3:12])C(C)C.CN([C:17]([O:21]N1N=NC2C=CC=NC1=2)=[N+](C)C)C.F[P-](F)(F)(F)(F)F.[CH3:38][CH2:39]OC(C)=O. (8) The reactants are: CC(C)([O-])C.[K+].C1(C)C=CC(S([CH2:16][N+:17]#[C-])(=O)=O)=CC=1.[O:20]1[CH:24]=[CH:23][CH:22]=[C:21]1[C:25]1[O:26][C:27]([CH3:55])=[C:28]([CH2:30][O:31][C:32]2[CH:52]=[CH:51][C:35]([CH2:36][O:37][C:38]3[CH:42]=[C:41]([CH:43]=O)[N:40]([C:45]4[CH:50]=[CH:49][CH:48]=[CH:47][CH:46]=4)[N:39]=3)=[CH:34][C:33]=2[O:53][CH3:54])[N:29]=1.[Cl-].[NH4+]. Given the product [O:20]1[CH:24]=[CH:23][CH:22]=[C:21]1[C:25]1[O:26][C:27]([CH3:55])=[C:28]([CH2:30][O:31][C:32]2[CH:52]=[CH:51][C:35]([CH2:36][O:37][C:38]3[CH:42]=[C:41]([CH2:43][C:16]#[N:17])[N:40]([C:45]4[CH:50]=[CH:49][CH:48]=[CH:47][CH:46]=4)[N:39]=3)=[CH:34][C:33]=2[O:53][CH3:54])[N:29]=1, predict the reactants needed to synthesize it.